From a dataset of Retrosynthesis with 50K atom-mapped reactions and 10 reaction types from USPTO. Predict the reactants needed to synthesize the given product. (1) Given the product CC1(C)Cc2cc(C(=O)O)ccc2NC1c1cccc(NC(=O)c2ccccn2)c1, predict the reactants needed to synthesize it. The reactants are: CC1(C)Cc2cc(C(=O)O)ccc2NC1c1cccc(N)c1.O=C(O)c1ccccn1. (2) Given the product CC(C)(C)OC(=O)N1CCN(c2nc(-c3cccc(F)c3F)cs2)CC1, predict the reactants needed to synthesize it. The reactants are: CC(C)(C)OC(=O)N1CCNCC1.Fc1cccc(-c2csc(Br)n2)c1F.